This data is from Forward reaction prediction with 1.9M reactions from USPTO patents (1976-2016). The task is: Predict the product of the given reaction. (1) Given the reactants C[O:2][C:3]([C:5]1[C:6]2[CH2:7][C:8]([CH3:29])([CH3:28])[CH:9]([C:16]3[CH:21]=[CH:20][CH:19]=[C:18]([N:22]4[CH2:27][CH2:26][O:25][CH2:24][CH2:23]4)[CH:17]=3)[NH:10][C:11]=2[CH:12]=[C:13]([Cl:15])[CH:14]=1)=[O:4].[OH-].[Na+].Cl, predict the reaction product. The product is: [Cl:15][C:13]1[CH:14]=[C:5]([C:3]([OH:4])=[O:2])[C:6]2[CH2:7][C:8]([CH3:29])([CH3:28])[CH:9]([C:16]3[CH:21]=[CH:20][CH:19]=[C:18]([N:22]4[CH2:23][CH2:24][O:25][CH2:26][CH2:27]4)[CH:17]=3)[NH:10][C:11]=2[CH:12]=1. (2) Given the reactants N1C2C=CC=CC=2N=C1C1[CH2:15][CH2:14][N:13]([CH2:16][CH2:17][CH:18]2[O:22][C:21](=[O:23])[C:20]([CH2:26][CH3:27])([CH2:24][CH3:25])[CH2:19]2)[CH2:12][CH2:11]1.[N:28]1([C:34]2[CH:39]=[CH:38][CH:37]=[CH:36][C:35]=2[NH:40][C:41](=[O:43])[CH3:42])CCNCC1.N1(C2C=CC=CC=2C#N)CCNCC1.CC1C=CC(S(OCCC2CC3(CCCC3)C(=O)O2)(=O)=O)=CC=1.CC1C=CC(S(OCCC2CC(CC)(CC)C(=O)O2)(=O)=O)=CC=1, predict the reaction product. The product is: [O:23]=[C:21]1[C:20]2([CH2:24][CH2:25][CH2:27][CH2:26]2)[CH2:19][CH:18]([CH2:17][CH2:16][N:13]2[CH2:12][CH2:11][N:28]([C:34]3[CH:39]=[CH:38][CH:37]=[CH:36][C:35]=3[NH:40][C:41](=[O:43])[CH3:42])[CH2:15][CH2:14]2)[O:22]1. (3) Given the reactants [OH:1][CH2:2][C:3]([C:5]1[CH:10]=[CH:9][CH:8]=[CH:7][CH:6]=1)=[O:4].[H][H], predict the reaction product. The product is: [C:5]1([CH:3]([OH:4])[CH2:2][OH:1])[CH:10]=[CH:9][CH:8]=[CH:7][CH:6]=1. (4) Given the reactants [CH3:1][C:2]1[N:6]([C:7]2[N:12]=[CH:11][CH:10]=[CH:9][N:8]=2)[N:5]=[C:4]([N+:13]([O-])=O)[CH:3]=1.[H][H], predict the reaction product. The product is: [CH3:1][C:2]1[N:6]([C:7]2[N:12]=[CH:11][CH:10]=[CH:9][N:8]=2)[N:5]=[C:4]([NH2:13])[CH:3]=1. (5) Given the reactants [F:1][C:2]([F:26])([F:25])[C:3]1[N:8]2[CH:9]=[N:10][C:11]([C:12]([OH:14])=O)=[C:7]2[N:6]=[C:5]([C:15]2[CH:20]=[CH:19][C:18]([C:21]([F:24])([F:23])[F:22])=[CH:17][CH:16]=2)[CH:4]=1.O[NH:28][C:29]([C:31]1[S:32][C:33]([S:36](=[O:39])(=[O:38])[NH2:37])=[CH:34][CH:35]=1)=[NH:30], predict the reaction product. The product is: [F:26][C:2]([F:1])([F:25])[C:3]1[N:8]2[CH:9]=[N:10][C:11]([C:12]3[O:14][N:30]=[C:29]([C:31]4[S:32][C:33]([S:36]([NH2:37])(=[O:39])=[O:38])=[CH:34][CH:35]=4)[N:28]=3)=[C:7]2[N:6]=[C:5]([C:15]2[CH:16]=[CH:17][C:18]([C:21]([F:22])([F:23])[F:24])=[CH:19][CH:20]=2)[CH:4]=1. (6) The product is: [C:52]([NH:49][C:50]([NH:40][C:36]1[CH:37]=[CH:38][CH:39]=[C:34]([O:33][C:30]2[CH:31]=[CH:32][C:27]([NH:26][C:24]3[C:25]4[N:17]([CH2:16][CH2:15][O:14][CH2:13][CH2:12][OH:11])[CH:18]=[CH:19][C:20]=4[N:21]=[CH:22][N:23]=3)=[CH:28][C:29]=2[Cl:41])[CH:35]=1)=[O:51])([CH3:55])([CH3:54])[CH3:53]. Given the reactants Cl.Cl.C([O:11][CH2:12][CH2:13][O:14][CH2:15][CH2:16][N:17]1[C:25]2[C:24]([NH:26][C:27]3[CH:32]=[CH:31][C:30]([O:33][C:34]4[CH:39]=[CH:38][CH:37]=[C:36]([NH2:40])[CH:35]=4)=[C:29]([Cl:41])[CH:28]=3)=[N:23][CH:22]=[N:21][C:20]=2[CH:19]=[CH:18]1)(=O)C1C=CC=CC=1.C(N(CC)CC)C.[N:49]([C:52]([CH3:55])([CH3:54])[CH3:53])=[C:50]=[O:51].O, predict the reaction product.